From a dataset of Catalyst prediction with 721,799 reactions and 888 catalyst types from USPTO. Predict which catalyst facilitates the given reaction. (1) Reactant: CCN(C(C)C)C(C)C.[C:10]1([N:16]2[CH:20]=[C:19]([C:21]([NH:23][CH2:24][C:25]([OH:27])=O)=[O:22])[N:18]=[CH:17]2)[CH:15]=[CH:14][CH:13]=[CH:12][CH:11]=1.C1(N2C=C(C(O)=O)N=C2)C=CC=CC=1.C1C=CC2N(O)N=NC=2C=1.CCN=C=NCCCN(C)C.Cl.[NH:64]1[CH2:67][CH:66]([O:68][C:69]2[CH:70]=[C:71]([CH:74]=[CH:75][C:76]=2[CH3:77])[C:72]#[N:73])[CH2:65]1.Cl.FC(F)(F)C1C=C(C=CC=1)OC1CNC1. Product: [C:72]([C:71]1[CH:74]=[CH:75][C:76]([CH3:77])=[C:69]([CH:70]=1)[O:68][CH:66]1[CH2:65][N:64]([C:25](=[O:27])[CH2:24][NH:23][C:21]([C:19]2[N:18]=[CH:17][N:16]([C:10]3[CH:11]=[CH:12][CH:13]=[CH:14][CH:15]=3)[CH:20]=2)=[O:22])[CH2:67]1)#[N:73]. The catalyst class is: 3. (2) Reactant: N(C(C)C)C(C)C.[Li]CCCC.[Br:13][C:14]1[CH:15]=[C:16]([F:22])[C:17]([F:21])=[C:18]([F:20])[CH:19]=1.[C:23](=[O:25])=[O:24].Cl. Product: [Br:13][C:14]1[C:19]([C:23]([OH:25])=[O:24])=[C:18]([F:20])[C:17]([F:21])=[C:16]([F:22])[CH:15]=1. The catalyst class is: 1. (3) Reactant: [OH:1][CH2:2][C:3]1[C:8]([OH:9])=[CH:7][CH:6]=[C:5]([CH3:10])[N:4]=1.[CH2:11](Br)[C:12]1[CH:17]=[CH:16][CH:15]=[CH:14][CH:13]=1.C(=O)([O-])[O-].[K+].[K+].C(OCC)(=O)C. Product: [CH2:11]([O:9][C:8]1[C:3]([CH2:2][OH:1])=[N:4][C:5]([CH3:10])=[CH:6][CH:7]=1)[C:12]1[CH:17]=[CH:16][CH:15]=[CH:14][CH:13]=1. The catalyst class is: 35. (4) Reactant: [Br:1][CH2:2][CH2:3][CH2:4][C:5](Cl)=[O:6].[NH2:8][C:9]1[CH:17]=[CH:16][CH:15]=[CH:14][C:10]=1[C:11]([NH2:13])=[O:12].N1C=CC=CC=1.Cl. Product: [Br:1][CH2:2][CH2:3][CH2:4][C:5]([NH:8][C:9]1[CH:17]=[CH:16][CH:15]=[CH:14][C:10]=1[C:11]([NH2:13])=[O:12])=[O:6]. The catalyst class is: 4.